Dataset: Forward reaction prediction with 1.9M reactions from USPTO patents (1976-2016). Task: Predict the product of the given reaction. (1) Given the reactants [CH3:1][S:2](Cl)(=[O:4])=[O:3].[Cl:6][C:7]1[CH:8]=[C:9]([C@@H:14]2[O:20][CH2:19][CH2:18][N:17]([C:21]([O:23][C:24]([CH3:27])([CH3:26])[CH3:25])=[O:22])[CH2:16][C@H:15]2[CH2:28][OH:29])[CH:10]=[CH:11][C:12]=1[Cl:13].C(N(CC)CC)C, predict the reaction product. The product is: [Cl:6][C:7]1[CH:8]=[C:9]([C@@H:14]2[O:20][CH2:19][CH2:18][N:17]([C:21]([O:23][C:24]([CH3:25])([CH3:26])[CH3:27])=[O:22])[CH2:16][C@H:15]2[CH2:28][O:29][S:2]([CH3:1])(=[O:4])=[O:3])[CH:10]=[CH:11][C:12]=1[Cl:13]. (2) Given the reactants [CH3:1][NH2:2].[CH2:3]([N:5]1[C:9]2[C:10]([F:24])=[CH:11][C:12]([N:14]3[CH2:18][C@H:17]([C:19]([O:21]C)=O)[O:16][C:15]3=[O:23])=[CH:13][C:8]=2[O:7][C:6]1=[O:25])[CH3:4], predict the reaction product. The product is: [CH2:3]([N:5]1[C:9]2[C:10]([F:24])=[CH:11][C:12]([N:14]3[CH2:18][C@H:17]([C:19]([NH:2][CH3:1])=[O:21])[O:16][C:15]3=[O:23])=[CH:13][C:8]=2[O:7][C:6]1=[O:25])[CH3:4]. (3) Given the reactants [NH2:1][C:2]1[N:6]([CH3:7])[N:5]=[C:4]([CH:8]2[CH2:12][CH2:11][N:10]([C:13]([O:15][CH2:16][C:17]3[CH:22]=[CH:21][CH:20]=[CH:19][CH:18]=3)=[O:14])[CH2:9]2)[CH:3]=1.[C:23]1(=O)[CH2:28][CH2:27][CH2:26][CH2:25][CH2:24]1, predict the reaction product. The product is: [NH2:1][C:2]1[N:6]([CH3:7])[N:5]=[C:4]([CH:8]2[CH2:12][CH2:11][N:10]([C:13]([O:15][CH2:16][C:17]3[CH:18]=[CH:19][CH:20]=[CH:21][CH:22]=3)=[O:14])[CH2:9]2)[C:3]=1[C:23]1[CH2:28][CH2:27][CH2:26][CH2:25][CH:24]=1. (4) Given the reactants [CH3:1][O:2][C:3]1[CH:4]=[C:5]([C:11]2[CH:12]=[N:13][N:14]3[CH:19]=[CH:18][C:17](=O)[NH:16][C:15]=23)[CH:6]=[CH:7][C:8]=1[O:9][CH3:10].O=P(Cl)(Cl)[Cl:23], predict the reaction product. The product is: [Cl:23][C:17]1[CH:18]=[CH:19][N:14]2[N:13]=[CH:12][C:11]([C:5]3[CH:6]=[CH:7][C:8]([O:9][CH3:10])=[C:3]([O:2][CH3:1])[CH:4]=3)=[C:15]2[N:16]=1. (5) Given the reactants [CH:1]1([OH:6])[CH2:5][CH2:4][CH2:3][CH2:2]1.[H-].[Na+].Cl[C:10]1[CH:19]=[CH:18][C:17]2[CH2:16][N:15]([CH2:20][C:21]([N:23]3[CH2:28][CH2:27][N:26]([CH:29]4[CH2:32][CH2:31][CH2:30]4)[CH2:25][CH2:24]3)=[O:22])[CH2:14][CH2:13][C:12]=2[N:11]=1, predict the reaction product. The product is: [CH:1]1([O:6][C:10]2[CH:19]=[CH:18][C:17]3[CH2:16][N:15]([CH2:20][C:21]([N:23]4[CH2:24][CH2:25][N:26]([CH:29]5[CH2:32][CH2:31][CH2:30]5)[CH2:27][CH2:28]4)=[O:22])[CH2:14][CH2:13][C:12]=3[N:11]=2)[CH2:5][CH2:4][CH2:3][CH2:2]1. (6) Given the reactants [N+:1]([C:4]1[C:5]([C:9]([OH:11])=O)=[N:6][NH:7][CH:8]=1)([O-:3])=[O:2].Cl.CN(C)CCCN=C=NCC.ON1C2C=CC=CC=2N=N1.C(N(CC)CC)C.Cl.[NH2:42][CH2:43][C:44]([C:46]1[CH:51]=[CH:50][CH:49]=[CH:48][CH:47]=1)=[O:45], predict the reaction product. The product is: [O:45]=[C:44]([C:46]1[CH:51]=[CH:50][CH:49]=[CH:48][CH:47]=1)[CH2:43][NH:42][C:9]([C:5]1[C:4]([N+:1]([O-:3])=[O:2])=[CH:8][NH:7][N:6]=1)=[O:11].